This data is from Reaction yield outcomes from USPTO patents with 853,638 reactions. The task is: Predict the reaction yield, written as a fraction of the theoretical maximum amount of product (1.0 means a 100% yield; for example, 0.34 means a 34% yield). (1) The reactants are [BH4-].[Na+].C[O:4][C:5](=O)[C:6]([NH2:17])([C:8]1[CH:13]=[C:12]([Br:14])[C:11]([F:15])=[CH:10][C:9]=1[F:16])[CH3:7]. The catalyst is C(O)C. The product is [NH2:17][C:6]([C:8]1[CH:13]=[C:12]([Br:14])[C:11]([F:15])=[CH:10][C:9]=1[F:16])([CH3:7])[CH2:5][OH:4]. The yield is 0.880. (2) The product is [ClH:17].[ClH:17].[CH3:1][N:2]1[CH2:9][CH2:8][NH2+:7][CH2:6][C:3]21[CH2:5][CH2:4]2. The catalyst is CO. The yield is 0.600. The reactants are [CH3:1][N:2]1[CH2:9][CH2:8][N:7](CC2C=CC=CC=2)[CH2:6][C:3]21[CH2:5][CH2:4]2.[ClH:17]. (3) The reactants are [Br:1][C:2]1[CH:7]=[CH:6][C:5]([N:8]2[C:12]([CH3:13])=[N:11][N:10]=[N:9]2)=[C:4]([N+:14]([O-])=O)[CH:3]=1.[Cl-].[NH4+].O. The catalyst is CO.[Zn]. The product is [Br:1][C:2]1[CH:7]=[CH:6][C:5]([N:8]2[C:12]([CH3:13])=[N:11][N:10]=[N:9]2)=[C:4]([NH2:14])[CH:3]=1. The yield is 0.970. (4) The reactants are Br[C:2]1[CH:8]=[C:7]([N+:9]([O-:11])=[O:10])[CH:6]=[CH:5][C:3]=1[NH2:4].[C:12]([C:14]1([CH3:17])[CH2:16][CH2:15]1)#[CH:13]. The catalyst is C(N(CC)CC)C.[Cu]I.Cl[Pd](Cl)([P](C1C=CC=CC=1)(C1C=CC=CC=1)C1C=CC=CC=1)[P](C1C=CC=CC=1)(C1C=CC=CC=1)C1C=CC=CC=1. The product is [CH3:17][C:14]1([C:12]#[C:13][C:2]2[CH:8]=[C:7]([N+:9]([O-:11])=[O:10])[CH:6]=[CH:5][C:3]=2[NH2:4])[CH2:16][CH2:15]1. The yield is 0.790. (5) The reactants are [C:1]([O:4][C:5]1[S:13][C:12]2[CH2:11][CH2:10][N:9]([CH:14]([C:22]([CH:24]3[CH2:26][CH2:25]3)=[O:23])[C:15]3[CH:20]=[CH:19][CH:18]=[CH:17][C:16]=3[F:21])[CH2:8][C:7]=2[CH:6]=1)(=[O:3])[CH3:2].[S:27](=[O:31])(=[O:30])([OH:29])[OH:28]. The catalyst is CC(C)=O. The product is [S:27](=[O:29])(=[O:28])([OH:31])[OH:30].[C:1]([O:4][C:5]1[S:13][C:12]2[CH2:11][CH2:10][N:9]([CH:14]([C:22]([CH:24]3[CH2:26][CH2:25]3)=[O:23])[C:15]3[CH:20]=[CH:19][CH:18]=[CH:17][C:16]=3[F:21])[CH2:8][C:7]=2[CH:6]=1)(=[O:3])[CH3:2]. The yield is 0.780. (6) The reactants are [CH:1]1[C:11]2[CH:10]([O:12][CH2:13][CH2:14][OH:15])[C:9]3[CH:16]=[CH:17][CH:18]=[CH:19][C:8]=3[CH2:7][S:6][C:5]=2[CH:4]=[CH:3][CH:2]=1.C(P(CCCC)CCCC)CCC.[CH2:33]([O:35][C:36](=[O:49])[CH:37]([O:46][CH2:47][CH3:48])[CH2:38][C:39]1[CH:44]=[CH:43][C:42](O)=[CH:41][CH:40]=1)[CH3:34].C1CCN(C(N=NC(N2CCCCC2)=O)=O)CC1. The catalyst is C1C=CC=CC=1.CCCCCCC. The product is [CH2:33]([O:35][C:36](=[O:49])[CH:37]([O:46][CH2:47][CH3:48])[CH2:38][C:39]1[CH:44]=[CH:43][C:42]([O:15][CH2:14][CH2:13][O:12][CH:10]2[C:9]3[CH:16]=[CH:17][CH:18]=[CH:19][C:8]=3[CH2:7][S:6][C:5]3[CH:4]=[CH:3][CH:2]=[CH:1][C:11]2=3)=[CH:41][CH:40]=1)[CH3:34]. The yield is 0.750. (7) The reactants are [CH:1]1([C:7]([CH2:12][O:13][CH3:14])([CH2:10]O)[CH2:8][OH:9])[CH2:6][CH2:5][CH2:4][CH2:3][CH2:2]1.[C:15]1(=[O:27])[CH2:26][CH2:25][CH2:24][CH2:23][CH2:22][CH2:21][CH2:20][CH2:19][CH2:18][CH2:17][CH2:16]1.C1(C)C=CC(S(O)(=O)=O)=CC=1.C(=O)([O-])O.[Na+]. The product is [CH:1]1([C:7]2([CH2:12][O:13][CH3:14])[CH2:8][O:9][C:15]3([CH2:26][CH2:25][CH2:24][CH2:23][CH2:22][CH2:21][CH2:20][CH2:19][CH2:18][CH2:17][CH2:16]3)[O:27][CH2:10]2)[CH2:6][CH2:5][CH2:4][CH2:3][CH2:2]1. The catalyst is O1CCCC1. The yield is 0.470.